This data is from Reaction yield outcomes from USPTO patents with 853,638 reactions. The task is: Predict the reaction yield, written as a fraction of the theoretical maximum amount of product (1.0 means a 100% yield; for example, 0.34 means a 34% yield). (1) The reactants are [O:1]([C:8]1[CH:13]=[CH:12][C:11]([NH:14][C:15]2[N:20]=[CH:19][N:18]=[C:17]([NH:21][C:22]3[CH:23]=[C:24]([CH:29]=[CH:30][CH:31]=3)[C:25]([O:27]C)=[O:26])[CH:16]=2)=[CH:10][CH:9]=1)[C:2]1[CH:7]=[CH:6][CH:5]=[CH:4][CH:3]=1.[Li+].[OH-]. The catalyst is CO.C1COCC1.O. The product is [O:1]([C:8]1[CH:9]=[CH:10][C:11]([NH:14][C:15]2[N:20]=[CH:19][N:18]=[C:17]([NH:21][C:22]3[CH:23]=[C:24]([CH:29]=[CH:30][CH:31]=3)[C:25]([OH:27])=[O:26])[CH:16]=2)=[CH:12][CH:13]=1)[C:2]1[CH:3]=[CH:4][CH:5]=[CH:6][CH:7]=1. The yield is 0.690. (2) The reactants are [CH2:1]([NH:8][CH2:9][C:10]1[CH:15]=[CH:14][CH:13]=[CH:12][CH:11]=1)[C:2]1[CH:7]=[CH:6][CH:5]=[CH:4][CH:3]=1.C=O.[CH3:18]CCCC=C. No catalyst specified. The product is [CH3:18][N:8]([CH2:1][C:2]1[CH:7]=[CH:6][CH:5]=[CH:4][CH:3]=1)[CH2:9][C:10]1[CH:15]=[CH:14][CH:13]=[CH:12][CH:11]=1. The yield is 0.851.